This data is from Forward reaction prediction with 1.9M reactions from USPTO patents (1976-2016). The task is: Predict the product of the given reaction. (1) The product is: [F:1][C:2]1[CH:3]=[CH:4][C:5]([CH:8]([C:9]2[NH:15][CH2:14][CH2:13][N:10]=2)[CH2:11][CH3:12])=[CH:6][CH:7]=1. Given the reactants [F:1][C:2]1[CH:7]=[CH:6][C:5]([CH:8]([CH2:11][CH3:12])[C:9]#[N:10])=[CH:4][CH:3]=1.[CH2:13](N)[CH2:14][NH2:15], predict the reaction product. (2) Given the reactants [CH3:1][CH:2]1[CH2:7][CH2:6][N:5]([CH:8]2[CH2:13][CH2:12][NH:11][CH2:10][CH2:9]2)[CH2:4][CH2:3]1.[Cl:14][C:15]1[S:16][C:17]([S:21](Cl)(=[O:23])=[O:22])=[C:18]([CH3:20])[N:19]=1, predict the reaction product. The product is: [Cl:14][C:15]1[S:16][C:17]([S:21]([N:11]2[CH2:12][CH2:13][CH:8]([N:5]3[CH2:6][CH2:7][CH:2]([CH3:1])[CH2:3][CH2:4]3)[CH2:9][CH2:10]2)(=[O:23])=[O:22])=[C:18]([CH3:20])[N:19]=1. (3) Given the reactants [CH2:1]([O:3][CH:4]([O:32][CH2:33][CH3:34])[CH2:5][N:6]1[C:14]2[C:9](=[CH:10][CH:11]=[CH:12][CH:13]=2)[C:8]([CH2:27][C:28](O)=[O:29])([NH:15][C:16]([NH:18][C:19]2[CH:24]=[CH:23][C:22]([CH2:25][OH:26])=[CH:21][CH:20]=2)=[O:17])[C:7]1=[O:31])[CH3:2].Cl.C(N=C=NCCCN(C)C)C.[NH2:47][C:48]1[CH:53]=[CH:52][C:51]([CH3:54])=[CH:50][CH:49]=1, predict the reaction product. The product is: [CH2:1]([O:3][CH:4]([O:32][CH2:33][CH3:34])[CH2:5][N:6]1[C:14]2[C:9](=[CH:10][CH:11]=[CH:12][CH:13]=2)[C:8]([NH:15][C:16]([NH:18][C:19]2[CH:24]=[CH:23][C:22]([CH2:25][OH:26])=[CH:21][CH:20]=2)=[O:17])([CH2:27][C:28]([NH:47][C:48]2[CH:53]=[CH:52][C:51]([CH3:54])=[CH:50][CH:49]=2)=[O:29])[C:7]1=[O:31])[CH3:2]. (4) Given the reactants [CH3:1][NH:2][CH2:3][CH2:4][N:5]1[CH2:10][CH2:9][CH2:8][CH2:7][C@H:6]1[C:11]([NH:13][CH2:14][CH2:15][O:16][CH2:17][CH2:18][O:19][CH2:20][CH2:21][O:22][CH2:23][CH2:24][O:25][CH2:26][CH2:27][O:28][CH2:29][CH2:30][O:31][CH2:32][CH2:33][O:34][CH2:35][CH2:36][O:37][CH3:38])=[O:12].[CH2:39]([N:41]([CH2:80][CH3:81])[C:42]1[CH:47]=[CH:46][C:45]([NH:48][C:49]([C:51]2[CH:52]=[C:53]([CH:57]=[CH:58][CH:59]=2)[C:54]([OH:56])=O)=[O:50])=[C:44]([C:60]2[CH:65]=[C:64]([C:66](=[O:79])[NH:67][CH2:68][C:69]3[CH:74]=[CH:73][CH:72]=[C:71]([C:75]([F:78])([F:77])[F:76])[CH:70]=3)[CH:63]=[CH:62][N:61]=2)[CH:43]=1)[CH3:40].CCN(C(C)C)C(C)C.CN(C(ON1N=NC2C=CC=NC1=2)=[N+](C)C)C.F[P-](F)(F)(F)(F)F, predict the reaction product. The product is: [CH3:38][O:37][CH2:36][CH2:35][O:34][CH2:33][CH2:32][O:31][CH2:30][CH2:29][O:28][CH2:27][CH2:26][O:25][CH2:24][CH2:23][O:22][CH2:21][CH2:20][O:19][CH2:18][CH2:17][O:16][CH2:15][CH2:14][NH:13][C:11]([C@@H:6]1[CH2:7][CH2:8][CH2:9][CH2:10][N:5]1[CH2:4][CH2:3][N:2]([CH3:1])[C:54](=[O:56])[C:53]1[CH:57]=[CH:58][CH:59]=[C:51]([C:49]([NH:48][C:45]2[CH:46]=[CH:47][C:42]([N:41]([CH2:39][CH3:40])[CH2:80][CH3:81])=[CH:43][C:44]=2[C:60]2[CH:65]=[C:64]([C:66](=[O:79])[NH:67][CH2:68][C:69]3[CH:74]=[CH:73][CH:72]=[C:71]([C:75]([F:76])([F:77])[F:78])[CH:70]=3)[CH:63]=[CH:62][N:61]=2)=[O:50])[CH:52]=1)=[O:12].